This data is from Catalyst prediction with 721,799 reactions and 888 catalyst types from USPTO. The task is: Predict which catalyst facilitates the given reaction. (1) Reactant: [CH2:1]([O:3][C:4](=[O:18])[CH:5]([C:11]1[C:16]([Cl:17])=[CH:15][CH:14]=[CH:13][N:12]=1)C(OCC)=O)[CH3:2].[Na+].[Cl-].O. Product: [CH2:1]([O:3][C:4](=[O:18])[CH2:5][C:11]1[C:16]([Cl:17])=[CH:15][CH:14]=[CH:13][N:12]=1)[CH3:2]. The catalyst class is: 16. (2) Reactant: C([O:3][C:4](=[O:36])[CH2:5][C:6]1[CH:11]=[CH:10][C:9]([C:12]2[CH:17]=[CH:16][C:15]([C:18]3[O:22][N:21]=[C:20]([CH3:23])[C:19]=3[NH:24][C:25]([O:27][C@@H:28]([C:30]3[CH:35]=[CH:34][CH:33]=[CH:32][CH:31]=3)[CH3:29])=[O:26])=[CH:14][CH:13]=2)=[CH:8][CH:7]=1)C.CO.[OH-].[Li+]. Product: [CH3:23][C:20]1[C:19]([NH:24][C:25]([O:27][C@@H:28]([C:30]2[CH:31]=[CH:32][CH:33]=[CH:34][CH:35]=2)[CH3:29])=[O:26])=[C:18]([C:15]2[CH:16]=[CH:17][C:12]([C:9]3[CH:8]=[CH:7][C:6]([CH2:5][C:4]([OH:36])=[O:3])=[CH:11][CH:10]=3)=[CH:13][CH:14]=2)[O:22][N:21]=1. The catalyst class is: 6.